This data is from Catalyst prediction with 721,799 reactions and 888 catalyst types from USPTO. The task is: Predict which catalyst facilitates the given reaction. (1) Reactant: [S:1]1[CH:5]=[CH:4][C:3]([C:6]2[N:11]=[C:10]([NH2:12])[CH:9]=[CH:8][CH:7]=2)=[CH:2]1.[CH2:13]([O:15][C:16]([N:18]=[C:19]=[S:20])=[O:17])[CH3:14]. Product: [S:1]1[CH:5]=[CH:4][C:3]([C:6]2[N:11]=[C:10]([NH:12][C:19]([NH:18][C:16](=[O:17])[O:15][CH2:13][CH3:14])=[S:20])[CH:9]=[CH:8][CH:7]=2)=[CH:2]1. The catalyst class is: 12. (2) Reactant: [Br:1][C:2]1[C:11]2[C:10]([CH3:13])([CH3:12])[CH2:9][CH:8]=[C:7]([CH:14]([CH3:16])[CH3:15])[C:6]=2[CH:5]=[C:4]([C:17](=[O:19])[CH3:18])[C:3]=1[OH:20].C(=O)([O-])[O-].[K+].[K+].[CH2:27](I)[CH3:28]. Product: [Br:1][C:2]1[C:11]2[C:10]([CH3:13])([CH3:12])[CH2:9][CH:8]=[C:7]([CH:14]([CH3:16])[CH3:15])[C:6]=2[CH:5]=[C:4]([C:17](=[O:19])[CH3:18])[C:3]=1[O:20][CH2:27][CH3:28]. The catalyst class is: 95. (3) Reactant: [CH3:13][C:12]([O:11][C:9](O[C:9]([O:11][C:12]([CH3:15])([CH3:14])[CH3:13])=[O:10])=[O:10])([CH3:15])[CH3:14].[NH2:16][CH:17]([C:20]([CH3:28])([C:22]1[CH:27]=[CH:26][CH:25]=[CH:24][CH:23]=1)[CH3:21])[CH2:18][OH:19]. Product: [OH:19][CH2:18][CH:17]([NH:16][C:9](=[O:10])[O:11][C:12]([CH3:13])([CH3:14])[CH3:15])[C:20]([CH3:21])([C:22]1[CH:23]=[CH:24][CH:25]=[CH:26][CH:27]=1)[CH3:28]. The catalyst class is: 1. (4) Reactant: [CH3:1][O:2][C:3]([C:5]1[CH2:9][C@@H:8]([CH3:10])[CH2:7][C:6]=1OS(C(F)(F)F)(=O)=O)=[O:4].[CH3:19][O:20][CH2:21][O:22][C:23]1[CH:28]=[CH:27][C:26]([O:29][CH2:30][O:31][CH3:32])=[CH:25][C:24]=1B(O)O.[Li+].[Cl-]. Product: [CH3:1][O:2][C:3]([C:5]1[CH2:9][C@@H:8]([CH3:10])[CH2:7][C:6]=1[C:25]1[CH:24]=[C:23]([O:22][CH2:21][O:20][CH3:19])[CH:28]=[CH:27][C:26]=1[O:29][CH2:30][O:31][CH3:32])=[O:4]. The catalyst class is: 104.